From a dataset of Peptide-MHC class II binding affinity with 134,281 pairs from IEDB. Regression. Given a peptide amino acid sequence and an MHC pseudo amino acid sequence, predict their binding affinity value. This is MHC class II binding data. The peptide sequence is LMCLSPLMANLAPHL. The MHC is DRB1_1101 with pseudo-sequence DRB1_1101. The binding affinity (normalized) is 0.394.